Dataset: NCI-60 drug combinations with 297,098 pairs across 59 cell lines. Task: Regression. Given two drug SMILES strings and cell line genomic features, predict the synergy score measuring deviation from expected non-interaction effect. (1) Drug 1: CC(CN1CC(=O)NC(=O)C1)N2CC(=O)NC(=O)C2. Drug 2: CC1=C(C=C(C=C1)C(=O)NC2=CC(=CC(=C2)C(F)(F)F)N3C=C(N=C3)C)NC4=NC=CC(=N4)C5=CN=CC=C5. Cell line: NCI-H226. Synergy scores: CSS=5.40, Synergy_ZIP=-3.42, Synergy_Bliss=-1.33, Synergy_Loewe=-3.41, Synergy_HSA=-2.95. (2) Drug 1: CC1C(C(CC(O1)OC2CC(OC(C2O)C)OC3=CC4=CC5=C(C(=O)C(C(C5)C(C(=O)C(C(C)O)O)OC)OC6CC(C(C(O6)C)O)OC7CC(C(C(O7)C)O)OC8CC(C(C(O8)C)O)(C)O)C(=C4C(=C3C)O)O)O)O. Drug 2: CC1=C(N=C(N=C1N)C(CC(=O)N)NCC(C(=O)N)N)C(=O)NC(C(C2=CN=CN2)OC3C(C(C(C(O3)CO)O)O)OC4C(C(C(C(O4)CO)O)OC(=O)N)O)C(=O)NC(C)C(C(C)C(=O)NC(C(C)O)C(=O)NCCC5=NC(=CS5)C6=NC(=CS6)C(=O)NCCC[S+](C)C)O. Cell line: NCI-H226. Synergy scores: CSS=25.8, Synergy_ZIP=3.23, Synergy_Bliss=1.91, Synergy_Loewe=-18.1, Synergy_HSA=-2.12.